Dataset: Forward reaction prediction with 1.9M reactions from USPTO patents (1976-2016). Task: Predict the product of the given reaction. (1) The product is: [CH:1]1([N:5]2[CH2:11][CH2:10][CH2:9][N:8]([C:12]([N:14]3[CH2:15][CH:16]([CH2:18][O:19][C:25]4[CH:30]=[N:29][C:28]([C:31]([F:34])([F:33])[F:32])=[CH:27][CH:26]=4)[CH2:17]3)=[O:13])[CH2:7][CH2:6]2)[CH2:4][CH2:3][CH2:2]1. Given the reactants [CH:1]1([N:5]2[CH2:11][CH2:10][CH2:9][N:8]([C:12]([N:14]3[CH2:17][CH:16]([CH2:18][OH:19])[CH2:15]3)=[O:13])[CH2:7][CH2:6]2)[CH2:4][CH2:3][CH2:2]1.[H-].[Na+].[F-].[Cs+].Br[C:25]1[CH:26]=[CH:27][C:28]([C:31]([F:34])([F:33])[F:32])=[N:29][CH:30]=1, predict the reaction product. (2) Given the reactants [CH3:1][N:2]([CH3:27])[N:3]1[C:7]2([CH2:12][CH2:11][N:10]([N:13]([CH3:15])[CH3:14])[CH2:9][CH2:8]2)[C:6](=[O:16])[CH:5]([C:17]2[C:22]([CH3:23])=[CH:21][C:20]([CH3:24])=[CH:19][C:18]=2[CH3:25])[C:4]1=[O:26].C(N(CC)CC)C.Cl[C:36]([O:38][CH2:39][CH3:40])=[O:37], predict the reaction product. The product is: [CH2:39]([O:38][C:36](=[O:37])[O:16][C:6]1[C:7]2([CH2:12][CH2:11][N:10]([N:13]([CH3:14])[CH3:15])[CH2:9][CH2:8]2)[N:3]([N:2]([CH3:1])[CH3:27])[C:4](=[O:26])[C:5]=1[C:17]1[C:22]([CH3:23])=[CH:21][C:20]([CH3:24])=[CH:19][C:18]=1[CH3:25])[CH3:40]. (3) Given the reactants [O:1]=[C:2]1[C:8]2[CH:9]=[CH:10][C:11]([C:13]([OH:15])=[O:14])=[CH:12][C:7]=2[CH2:6][CH2:5][C:4]2[CH:16]=[CH:17][CH:18]=[CH:19][C:3]1=2.C(OCC)(OCC)O[CH2:22][CH3:23].S(=O)(=O)(O)O, predict the reaction product. The product is: [O:1]=[C:2]1[C:8]2[CH:9]=[CH:10][C:11]([C:13]([O:15][CH2:22][CH3:23])=[O:14])=[CH:12][C:7]=2[CH2:6][CH2:5][C:4]2[CH:16]=[CH:17][CH:18]=[CH:19][C:3]1=2. (4) Given the reactants S(=O)(=O)(O)O.[NH4+].[NH4+].[O-:8][S:9]([O:12][O:13][S:14]([O-:17])(=[O:16])=[O:15])(=[O:11])=[O:10], predict the reaction product. The product is: [OH:11][S:9]([O:12][O:13][S:14]([OH:17])(=[O:16])=[O:15])(=[O:10])=[O:8]. (5) Given the reactants Cl.[NH2:2][C:3]1[N:10]=[C:9]([C:11]2[C:16]([OH:17])=[CH:15][CH:14]=[CH:13][C:12]=2[O:18][CH2:19][CH:20]2[CH2:22][CH2:21]2)[CH:8]=[C:7]([CH:23]2[CH2:28][CH2:27][CH2:26][NH:25][CH2:24]2)[C:4]=1[C:5]#[N:6].C=O.[C:31]([BH3-])#N.[Na+], predict the reaction product. The product is: [NH2:2][C:3]1[N:10]=[C:9]([C:11]2[C:16]([OH:17])=[CH:15][CH:14]=[CH:13][C:12]=2[O:18][CH2:19][CH:20]2[CH2:21][CH2:22]2)[CH:8]=[C:7]([CH:23]2[CH2:28][CH2:27][CH2:26][N:25]([CH3:31])[CH2:24]2)[C:4]=1[C:5]#[N:6]. (6) Given the reactants [NH2:1][C:2]1[CH:15]=[CH:14][C:5]([CH2:6][N:7]([CH3:13])[CH2:8][C:9]([O:11][CH3:12])=[O:10])=[CH:4][CH:3]=1.[CH3:16][S:17](Cl)(=[O:19])=[O:18], predict the reaction product. The product is: [CH3:13][N:7]([CH2:6][C:5]1[CH:4]=[CH:3][C:2]([NH:1][S:17]([CH3:16])(=[O:19])=[O:18])=[CH:15][CH:14]=1)[CH2:8][C:9]([O:11][CH3:12])=[O:10]. (7) The product is: [Cl:6][C:7]1[C:8]([C:31]2[CH:32]=[N:33][N:34]3[CH:39]=[CH:38][CH:37]=[CH:36][C:35]=23)=[N:9][C:10]([NH:13][C:14]2[C:19]([O:20][CH3:21])=[CH:18][C:17]([N:22]3[CH2:26][CH2:25][C@@H:24]([N:27]([CH3:29])[CH3:28])[CH2:23]3)=[C:16]([NH:30][C:1](=[O:4])[CH:2]=[CH2:3])[CH:15]=2)=[N:11][CH:12]=1. Given the reactants [C:1](Cl)(=[O:4])[CH:2]=[CH2:3].[Cl:6][C:7]1[C:8]([C:31]2[CH:32]=[N:33][N:34]3[CH:39]=[CH:38][CH:37]=[CH:36][C:35]=23)=[N:9][C:10]([NH:13][C:14]2[C:19]([O:20][CH3:21])=[CH:18][C:17]([N:22]3[CH2:26][CH2:25][C@@H:24]([N:27]([CH3:29])[CH3:28])[CH2:23]3)=[C:16]([NH2:30])[CH:15]=2)=[N:11][CH:12]=1.CCN(C(C)C)C(C)C, predict the reaction product. (8) Given the reactants [CH2:1]([O:4][CH2:5][CH2:6][O:7][C:8](=[O:12])[C:9]([CH3:11])=[CH2:10])[CH:2]=[CH2:3].C1(C)C=CC=CC=1.[Cl:20][SiH:21]([Cl:23])[Cl:22], predict the reaction product. The product is: [C:8]([O:7][CH2:6][CH2:5][O:4][CH2:1][CH2:2][CH2:3][Si:21]([Cl:23])([Cl:22])[Cl:20])(=[O:12])[C:9]([CH3:11])=[CH2:10].